This data is from Forward reaction prediction with 1.9M reactions from USPTO patents (1976-2016). The task is: Predict the product of the given reaction. (1) Given the reactants [CH3:1][O:2][C:3](=[O:20])[C:4]1[CH:9]=[C:8]([O:10][CH3:11])[C:7]([O:12][CH3:13])=[C:6]([S:14]C(=O)N(C)C)[CH:5]=1.CO[Na].Cl, predict the reaction product. The product is: [CH3:1][O:2][C:3](=[O:20])[C:4]1[CH:9]=[C:8]([O:10][CH3:11])[C:7]([O:12][CH3:13])=[C:6]([SH:14])[CH:5]=1. (2) Given the reactants [C:1](Cl)(=O)C.[Cl:5][C:6]1[N:11]=[C:10]([C:12]([OH:14])=[O:13])[CH:9]=[CH:8][C:7]=1[O:15][CH:16]([CH3:18])[CH3:17], predict the reaction product. The product is: [Cl:5][C:6]1[N:11]=[C:10]([C:12]([O:14][CH3:1])=[O:13])[CH:9]=[CH:8][C:7]=1[O:15][CH:16]([CH3:18])[CH3:17]. (3) Given the reactants [Cl:1][C:2]1[CH:7]=[CH:6][C:5]([C:8]2[CH:13]=[C:12]([CH3:14])[NH:11][C:10](=[O:15])[CH:9]=2)=[CH:4][CH:3]=1.C1C(=O)N([Br:23])C(=O)C1.[Br-].BrC1C(C2C=CC(Cl)=CC=2)=CC(=O)NC=1C, predict the reaction product. The product is: [Br:23][C:9]1[C:10](=[O:15])[NH:11][C:12]([CH3:14])=[CH:13][C:8]=1[C:5]1[CH:4]=[CH:3][C:2]([Cl:1])=[CH:7][CH:6]=1. (4) Given the reactants [F:1][C:2]([F:32])([F:31])[C:3]1[C:12]([O:13][CH:14]2[CH2:19][CH2:18][CH:17]([C:20]([F:23])([F:22])[F:21])[CH2:16][CH2:15]2)=[CH:11][CH:10]=[C:9]2[C:4]=1[CH:5]=[CH:6][C:7]([CH:24](OS(C)(=O)=O)[CH3:25])=[CH:8]2.[CH:33]12[NH:41][CH:37]([CH2:38][CH2:39][CH2:40]1)[CH2:36][CH:35]([C:42]#[N:43])[CH2:34]2.C(=O)([O-])[O-].[Cs+].[Cs+], predict the reaction product. The product is: [F:1][C:2]([F:32])([F:31])[C:3]1[C:12]([O:13][C@H:14]2[CH2:19][CH2:18][C@@H:17]([C:20]([F:23])([F:22])[F:21])[CH2:16][CH2:15]2)=[CH:11][CH:10]=[C:9]2[C:4]=1[CH:5]=[CH:6][C:7]([CH:24]([N:41]1[CH:33]3[CH2:40][CH2:39][CH2:38][CH:37]1[CH2:36][CH:35]([C:42]#[N:43])[CH2:34]3)[CH3:25])=[CH:8]2.